Task: Predict the reaction yield, written as a fraction of the theoretical maximum amount of product (1.0 means a 100% yield; for example, 0.34 means a 34% yield).. Dataset: Reaction yield outcomes from USPTO patents with 853,638 reactions (1) The reactants are C([O:3][C:4]([CH:6]1[CH2:11][CH2:10][CH2:9][N:8]([C:12](=[O:48])[CH:13]=[CH:14][C:15]2[CH:20]=[CH:19][C:18]([S:21][C:22]3[CH:27]=[CH:26][CH:25]=[C:24]([NH:28][C@H:29]4[CH2:34][CH2:33][C@@H:32]([C:35]([O:37]CC)=[O:36])[CH2:31][CH2:30]4)[CH:23]=3)=[C:17]([C:40]([F:43])([F:42])[F:41])[C:16]=2[C:44]([F:47])([F:46])[F:45])[CH2:7]1)=[O:5])C.[OH-].[Na+]. The catalyst is CO.C1COCC1. The product is [C:35]([C@@H:32]1[CH2:33][CH2:34][C@H:29]([NH:28][C:24]2[CH:23]=[C:22]([S:21][C:18]3[CH:19]=[CH:20][C:15]([CH:14]=[CH:13][C:12]([N:8]4[CH2:9][CH2:10][CH2:11][CH:6]([C:4]([OH:5])=[O:3])[CH2:7]4)=[O:48])=[C:16]([C:44]([F:45])([F:46])[F:47])[C:17]=3[C:40]([F:42])([F:41])[F:43])[CH:27]=[CH:26][CH:25]=2)[CH2:30][CH2:31]1)([OH:37])=[O:36]. The yield is 0.970. (2) The reactants are [N+:1]([C:4]1[CH:10]=[CH:9][C:7]([NH2:8])=[C:6]([C:11]#[C:12][C:13]2[CH:18]=[CH:17][CH:16]=[CH:15][N:14]=2)[CH:5]=1)([O-:3])=[O:2].CC([O-])(C)C.[K+]. The catalyst is CN(C=O)C.O. The product is [N+:1]([C:4]1[CH:5]=[C:6]2[C:7](=[CH:9][CH:10]=1)[NH:8][C:12]([C:13]1[CH:18]=[CH:17][CH:16]=[CH:15][N:14]=1)=[CH:11]2)([O-:3])=[O:2]. The yield is 0.670. (3) The yield is 0.980. No catalyst specified. The reactants are [Cl:1][C:2]1[C:3]([O:12][C:13]2[CH:18]=[C:17]([O:19][CH2:20][CH2:21][O:22][CH3:23])[CH:16]=[CH:15][C:14]=2[CH2:24][CH2:25][CH2:26][OH:27])=[N:4][CH:5]=[C:6]([C:8]([F:11])([F:10])[F:9])[CH:7]=1.[NH:28]1[CH2:33][CH2:32][O:31][CH2:30][CH2:29]1.O.CN(C)[CH:37]=[O:38]. The product is [N:28]1([C:37]([O:27][CH2:26][CH2:25][CH2:24][C:14]2[CH:15]=[CH:16][C:17]([O:19][CH2:20][CH2:21][O:22][CH3:23])=[CH:18][C:13]=2[O:12][C:3]2[C:2]([Cl:1])=[CH:7][C:6]([C:8]([F:9])([F:11])[F:10])=[CH:5][N:4]=2)=[O:38])[CH2:33][CH2:32][O:31][CH2:30][CH2:29]1. (4) The yield is 0.250. The reactants are [OH-].[K+].[Cl:3][C:4]1[CH:9]=[CH:8][C:7]([CH2:10][OH:11])=[CH:6][CH:5]=1.Cl[C:13]1[N:18]=[CH:17][NH:16][C:15]2=[N:19][CH:20]=[CH:21][C:14]=12. The product is [Cl:3][C:4]1[CH:9]=[CH:8][C:7]([CH2:10][O:11][C:13]2[C:14]3[CH:21]=[CH:20][NH:19][C:15]=3[N:16]=[CH:17][N:18]=2)=[CH:6][CH:5]=1. The catalyst is O. (5) The reactants are N.C[N:3](C(ON1N=NC2C=CC=NC1=2)=[N+](C)C)C.F[P-](F)(F)(F)(F)F.[F:26][C:27]1[CH:32]=[CH:31][C:30]([C:33]2[O:34][C:35]3[CH:44]=[C:43]([NH:45][S:46]([CH3:49])(=[O:48])=[O:47])[C:42]([O:50][CH:51]([CH3:53])[CH3:52])=[CH:41][C:36]=3[C:37]=2[C:38](O)=[O:39])=[CH:29][CH:28]=1. The catalyst is CN(C=O)C.CCOC(C)=O. The product is [F:26][C:27]1[CH:32]=[CH:31][C:30]([C:33]2[O:34][C:35]3[CH:44]=[C:43]([NH:45][S:46]([CH3:49])(=[O:48])=[O:47])[C:42]([O:50][CH:51]([CH3:53])[CH3:52])=[CH:41][C:36]=3[C:37]=2[C:38]([NH2:3])=[O:39])=[CH:29][CH:28]=1. The yield is 0.930. (6) The reactants are Cl.C(OC([N:9]1[C:13]2=[C:14]([NH:29][S:30]([C:33]3([CH2:36][CH:37]([OH:40])[CH2:38][OH:39])[CH2:35][CH2:34]3)(=[O:32])=[O:31])[C:15]([NH:20][C:21]3[CH:26]=[CH:25][C:24]([Br:27])=[CH:23][C:22]=3[F:28])=[C:16]([CH3:19])[C:17](=[O:18])[N:12]2[CH2:11][CH2:10]1)=O)(C)(C)C.CO. The catalyst is C1COCC1.C(Cl)(Cl)Cl. The product is [Br:27][C:24]1[CH:25]=[CH:26][C:21]([NH:20][C:15]2[C:14]([NH:29][S:30]([C:33]3([CH2:36][CH:37]([OH:40])[CH2:38][OH:39])[CH2:34][CH2:35]3)(=[O:32])=[O:31])=[C:13]3[NH:9][CH2:10][CH2:11][N:12]3[C:17](=[O:18])[C:16]=2[CH3:19])=[C:22]([F:28])[CH:23]=1. The yield is 0.396. (7) The reactants are [Br:1][C:2]1[CH:3]=[C:4]([CH2:8][N:9]([CH2:20][CH:21](OC)OC)S(C2C=CC(C)=CC=2)(=O)=O)[S:5][C:6]=1[CH3:7].Cl.[OH-].[Na+]. The catalyst is O1CCOCC1. The product is [Br:1][C:2]1[C:3]2[C:4](=[CH:8][N:9]=[CH:20][CH:21]=2)[S:5][C:6]=1[CH3:7]. The yield is 0.610.